This data is from Reaction yield outcomes from USPTO patents with 853,638 reactions. The task is: Predict the reaction yield, written as a fraction of the theoretical maximum amount of product (1.0 means a 100% yield; for example, 0.34 means a 34% yield). (1) The reactants are Cl.[CH:2]1([N:5]2[CH2:10][C:9]3([CH2:15][CH2:14][NH:13][CH2:12][CH2:11]3)[O:8][CH2:7][C:6]2=[O:16])[CH2:4][CH2:3]1.[Br:17][C:18]1[S:22][C:21]([S:23](Cl)(=[O:25])=[O:24])=[CH:20][C:19]=1[CH3:27].C(O)C. The catalyst is ClCCl. The product is [Br:17][C:18]1[S:22][C:21]([S:23]([N:13]2[CH2:12][CH2:11][C:9]3([O:8][CH2:7][C:6](=[O:16])[N:5]([CH:2]4[CH2:4][CH2:3]4)[CH2:10]3)[CH2:15][CH2:14]2)(=[O:25])=[O:24])=[CH:20][C:19]=1[CH3:27]. The yield is 0.690. (2) The reactants are [N:1]1([CH2:6][CH2:7][CH2:8][CH2:9][C:10]2[CH:15]=[CH:14][C:13]([OH:16])=[CH:12][CH:11]=2)[CH:5]=[CH:4][N:3]=[N:2]1.CN(C)C=O.[H-].[Na+].Cl[CH2:25][C:26]1[N:27]=[C:28]([CH:31]=[CH:32][C:33]2[CH:43]=[CH:42][C:36]3[O:37][C:38]([F:41])([F:40])[O:39][C:35]=3[CH:34]=2)[O:29][CH:30]=1. The catalyst is O. The product is [F:41][C:38]1([F:40])[O:37][C:36]2[CH:42]=[CH:43][C:33]([CH:32]=[CH:31][C:28]3[O:29][CH:30]=[C:26]([CH2:25][O:16][C:13]4[CH:12]=[CH:11][C:10]([CH2:9][CH2:8][CH2:7][CH2:6][N:1]5[CH:5]=[CH:4][N:3]=[N:2]5)=[CH:15][CH:14]=4)[N:27]=3)=[CH:34][C:35]=2[O:39]1. The yield is 0.870.